The task is: Predict the reactants needed to synthesize the given product.. This data is from Full USPTO retrosynthesis dataset with 1.9M reactions from patents (1976-2016). (1) Given the product [Cl:36][C:30]1[CH:29]=[C:28]([C:25]2[CH:26]=[CH:27][N:23]([CH2:22][C@@H:21]([NH:20][C:17]([C:15]3[N:16]=[C:10]4[CH2:9][N:8]([C:6]([O:5][C:1]([CH3:2])([CH3:3])[CH3:4])=[O:7])[CH2:13][CH2:12][N:11]4[CH:14]=3)=[O:19])[CH3:37])[N:24]=2)[CH:35]=[CH:34][C:31]=1[C:32]#[N:33], predict the reactants needed to synthesize it. The reactants are: [C:1]([O:5][C:6]([N:8]1[CH2:13][CH2:12][N:11]2[CH:14]=[C:15]([C:17]([OH:19])=O)[N:16]=[C:10]2[CH2:9]1)=[O:7])([CH3:4])([CH3:3])[CH3:2].[NH2:20][C@@H:21]([CH3:37])[CH2:22][N:23]1[CH:27]=[CH:26][C:25]([C:28]2[CH:35]=[CH:34][C:31]([C:32]#[N:33])=[C:30]([Cl:36])[CH:29]=2)=[N:24]1. (2) Given the product [ClH:1].[CH3:18][C@H:5]1[CH2:6][NH:7][CH2:8][C@@H:9]([CH3:10])[N:4]1[C:2]([O:27][CH2:26][C:25]1[CH:24]=[CH:23][C:22]([O:21][CH:20]([F:30])[F:19])=[CH:29][CH:28]=1)=[O:3], predict the reactants needed to synthesize it. The reactants are: [Cl:1][C:2]([N:4]1[C@H:9]([CH3:10])[CH2:8][N:7](C(OC(C)(C)C)=O)[CH2:6][C@@H:5]1[CH3:18])=[O:3].[F:19][CH:20]([F:30])[O:21][C:22]1[CH:29]=[CH:28][C:25]([CH2:26][OH:27])=[CH:24][CH:23]=1.